This data is from Forward reaction prediction with 1.9M reactions from USPTO patents (1976-2016). The task is: Predict the product of the given reaction. (1) Given the reactants [F:1][C:2]1[CH:45]=[CH:44][C:5]([CH2:6][S:7][C:8]2[N:13]([CH2:14][C:15]3[N:16]([CH2:23][C:24]4[CH:29]=[CH:28][C:27]([C:30]5[CH:35]=[CH:34][C:33]([C:36]([F:39])([F:38])[F:37])=[CH:32][CH:31]=5)=[CH:26][CH:25]=4)[C:17]([C:20]([OH:22])=O)=[CH:18][N:19]=3)[C:12]3[CH2:40][CH2:41][CH2:42][C:11]=3[C:10](=[O:43])[N:9]=2)=[CH:4][CH:3]=1.C[CH2:47][N:48]=[C:49]=NCCCN(C)C.C1C=CC2N(O)N=NC=2C=1.Cl.CNC.CCN(C(C)C)C(C)C, predict the reaction product. The product is: [F:1][C:2]1[CH:45]=[CH:44][C:5]([CH2:6][S:7][C:8]2[N:13]([CH2:14][C:15]3[N:16]([CH2:23][C:24]4[CH:25]=[CH:26][C:27]([C:30]5[CH:35]=[CH:34][C:33]([C:36]([F:37])([F:39])[F:38])=[CH:32][CH:31]=5)=[CH:28][CH:29]=4)[C:17]([C:20]([N:48]([CH3:49])[CH3:47])=[O:22])=[CH:18][N:19]=3)[C:12]3[CH2:40][CH2:41][CH2:42][C:11]=3[C:10](=[O:43])[N:9]=2)=[CH:4][CH:3]=1. (2) The product is: [F:9][C:5]1[C:6]([NH2:8])=[CH:7][C:2]2[C:3](=[CH:10][C:11](=[O:13])[N:1]=2)[CH:4]=1. Given the reactants [NH2:1][C:2]1[CH:7]=[C:6]([NH2:8])[C:5]([F:9])=[CH:4][C:3]=1[CH2:10][C:11]([OH:13])=O.[OH-].[Na+], predict the reaction product. (3) Given the reactants [CH2:1]([N:3]1[C:7]2[CH:8]=[CH:9][CH:10]=[CH:11][C:6]=2[N:5]=[C:4]1[CH2:12]O)[CH3:2].S(Cl)([Cl:16])=O, predict the reaction product. The product is: [CH2:1]([N:3]1[C:7]2[CH:8]=[CH:9][CH:10]=[CH:11][C:6]=2[N:5]=[C:4]1[CH2:12][Cl:16])[CH3:2]. (4) Given the reactants [NH2:1][CH2:2][CH2:3][N:4]([CH2:15][CH3:16])[CH2:5][CH2:6][NH:7][C:8]1[CH:13]=[CH:12][CH:11]=[C:10]([F:14])[N:9]=1.C(N(CCN[C:33]([C:35]1[CH:44]=[N:43][C:42]2[C:37](=[CH:38][CH:39]=[C:40]([I:45])[CH:41]=2)[N:36]=1)=[O:34])CCOC1C(F)=NC=CC=1)C, predict the reaction product. The product is: [CH2:15]([N:4]([CH2:3][CH2:2][NH:1][C:33]([C:35]1[CH:44]=[N:43][C:42]2[C:37](=[CH:38][CH:39]=[C:40]([I:45])[CH:41]=2)[N:36]=1)=[O:34])[CH2:5][CH2:6][NH:7][C:8]1[CH:13]=[CH:12][CH:11]=[C:10]([F:14])[N:9]=1)[CH3:16]. (5) Given the reactants [Br:1][C:2]1[CH:7]=[CH:6][C:5]([CH:8]2[CH2:13][CH2:12][CH2:11][NH:10][CH2:9]2)=[CH:4][CH:3]=1.C(N(CC)CC)C.[C:21]([O:25][C:26](O[C:26]([O:25][C:21]([CH3:24])([CH3:23])[CH3:22])=[O:27])=[O:27])([CH3:24])([CH3:23])[CH3:22], predict the reaction product. The product is: [C:21]([O:25][C:26]([N:10]1[CH2:11][CH2:12][CH2:13][CH:8]([C:5]2[CH:4]=[CH:3][C:2]([Br:1])=[CH:7][CH:6]=2)[CH2:9]1)=[O:27])([CH3:24])([CH3:23])[CH3:22]. (6) Given the reactants [CH3:1][O:2][C:3]1[CH:4]=[C:5]([NH:15][C:16]2[N:21]=[C:20](C(OCC)=O)[CH:19]=[C:18]([C:27]3[CH:32]=[CH:31][C:30]([C:33](F)([F:35])F)=[CH:29][CH:28]=3)[N:17]=2)[CH:6]=[CH:7][C:8]=1[N:9]1[CH:13]=[C:12]([CH3:14])[N:11]=[CH:10]1.C[Mg]Cl.[C:40](=O)([O-])[O-].[Na+].[Na+].[O:46]1[CH2:50][CH2:49]CC1, predict the reaction product. The product is: [CH3:1][O:2][C:3]1[CH:4]=[C:5]([NH:15][C:16]2[N:21]=[C:20]([C:50]([OH:46])([CH3:49])[CH3:40])[CH:19]=[C:18]([C:27]3[CH:28]=[CH:29][C:30]([CH2:33][F:35])=[CH:31][CH:32]=3)[N:17]=2)[CH:6]=[CH:7][C:8]=1[N:9]1[CH:13]=[C:12]([CH3:14])[N:11]=[CH:10]1.